Task: Predict the reaction yield, written as a fraction of the theoretical maximum amount of product (1.0 means a 100% yield; for example, 0.34 means a 34% yield).. Dataset: Reaction yield outcomes from USPTO patents with 853,638 reactions The reactants are [BH4-].[Na+].[O:3]1[C:7]2([CH2:12][CH2:11][C:10](=[O:13])[CH2:9][CH2:8]2)[O:6][CH2:5][CH2:4]1. The catalyst is CO. The product is [O:3]1[C:7]2([CH2:12][CH2:11][CH:10]([OH:13])[CH2:9][CH2:8]2)[O:6][CH2:5][CH2:4]1. The yield is 0.960.